From a dataset of Forward reaction prediction with 1.9M reactions from USPTO patents (1976-2016). Predict the product of the given reaction. (1) The product is: [CH3:22][C:17]1[N:16]([C:12]2[N:11]=[C:10]([CH2:23][CH2:24][CH2:25][CH2:26][CH2:27][CH2:28][CH2:29][CH2:30][CH2:31][CH2:32][OH:33])[C:9]([OH:8])=[C:14]([CH3:15])[N:13]=2)[C:20]([CH3:21])=[CH:19][CH:18]=1. Given the reactants C([O:8][C:9]1[C:10]([CH2:23][CH2:24][CH2:25][CH2:26][CH2:27][CH2:28][CH2:29][CH2:30][CH2:31][CH2:32][O:33]COC)=[N:11][C:12]([N:16]2[C:20]([CH3:21])=[CH:19][CH:18]=[C:17]2[CH3:22])=[N:13][C:14]=1[CH3:15])C1C=CC=CC=1, predict the reaction product. (2) Given the reactants Br[C:2]1[CH:3]=[N:4][CH:5]=[C:6]([F:8])[CH:7]=1.[CH3:9][N:10](C)C=O, predict the reaction product. The product is: [F:8][C:6]1[CH:5]=[N:4][CH:3]=[C:2]([CH:7]=1)[C:9]#[N:10]. (3) Given the reactants Br[C:2]1[CH:14]=[CH:13][C:5]([C:6]([O:8][C:9]([CH3:12])([CH3:11])[CH3:10])=[O:7])=[C:4]([NH:15][C:16]2[CH:21]=[CH:20][C:19]([F:22])=[CH:18][CH:17]=2)[CH:3]=1.[OH:23][CH2:24][C:25]1[CH:26]=[C:27](B(O)O)[CH:28]=[CH:29][CH:30]=1.C(=O)([O-])[O-].[Na+].[Na+], predict the reaction product. The product is: [F:22][C:19]1[CH:20]=[CH:21][C:16]([NH:15][C:4]2[CH:3]=[C:2]([C:29]3[CH:28]=[CH:27][CH:26]=[C:25]([CH2:24][OH:23])[CH:30]=3)[CH:14]=[CH:13][C:5]=2[C:6]([O:8][C:9]([CH3:12])([CH3:11])[CH3:10])=[O:7])=[CH:17][CH:18]=1. (4) The product is: [N:31]1[CH:32]=[CH:33][C:28]([N:8]2[CH2:7][CH2:6][C:5]3([CH2:1][N:2]([C:11]([O:13][C:14]([CH3:17])([CH3:16])[CH3:15])=[O:12])[CH2:3][CH2:4]3)[CH2:10][CH2:9]2)=[CH:29][CH:30]=1. Given the reactants [CH2:1]1[C:5]2([CH2:10][CH2:9][NH:8][CH2:7][CH2:6]2)[CH2:4][CH2:3][N:2]1[C:11]([O:13][C:14]([CH3:17])([CH3:16])[CH3:15])=[O:12].C(N(C(C)C)C(C)C)C.Cl[C:28]1[CH:33]=[CH:32][N:31]=[CH:30][CH:29]=1.C(=O)(O)[O-].[Na+], predict the reaction product. (5) The product is: [CH2:1]([C:3]1[CH:8]=[CH:7][C:6]([CH:9]2[CH2:14][N:13]([C:15]([N:17]3[CH2:18][CH2:19][S:20][CH2:21][CH2:22]3)=[O:16])[CH2:12][CH:11]([C:23]([OH:25])=[O:24])[CH2:10]2)=[CH:5][CH:4]=1)[CH3:2]. Given the reactants [CH2:1]([C:3]1[CH:8]=[CH:7][C:6]([CH:9]2[CH2:14][N:13]([C:15]([N:17]3[CH2:22][CH2:21][S:20][CH2:19][CH2:18]3)=[O:16])[CH2:12][CH:11]([C:23]([O:25]C)=[O:24])[CH2:10]2)=[CH:5][CH:4]=1)[CH3:2].CC(C)([O-])C.[K+], predict the reaction product. (6) Given the reactants [CH2:1]([N:8]1[C:16]2[C:11](=[CH:12][CH:13]=[C:14]([Cl:17])[CH:15]=2)[C:10]([S:18][C:19]2[CH:20]=[C:21]([CH:24]=[CH:25][CH:26]=2)[CH:22]=O)=[C:9]1[CH3:27])[C:2]1[CH:7]=[CH:6][CH:5]=[CH:4][CH:3]=1.Cl.[NH2:29][OH:30], predict the reaction product. The product is: [CH2:1]([N:8]1[C:16]2[C:11](=[CH:12][CH:13]=[C:14]([Cl:17])[CH:15]=2)[C:10]([S:18][C:19]2[CH:20]=[C:21]([CH:24]=[CH:25][CH:26]=2)[CH:22]=[N:29][OH:30])=[C:9]1[CH3:27])[C:2]1[CH:7]=[CH:6][CH:5]=[CH:4][CH:3]=1.